Task: Binary Classification. Given a miRNA mature sequence and a target amino acid sequence, predict their likelihood of interaction.. Dataset: Experimentally validated miRNA-target interactions with 360,000+ pairs, plus equal number of negative samples (1) The miRNA is mmu-miR-466a-3p with sequence UAUACAUACACGCACACAUAAGA. The protein sequence of the target gene is MAARDSDSEEDLVSYGTGLEPLEEGERPKKPIPLQDQTVRDEKGRYKRFHGAFSGGFSAGYFNTVGSKEGWTPSTFVSSRQNRADKSVLGPEDFMDEEDLSEFGIAPKAIVTTDDFASKTKDRIREKARQLAAATAPIPGATLLDDLITPAKLSVGFELLRKMGWKEGQGVGPRVKRRPRRQKPDPGVKIYGCALPPGSSEGSEGEDDDYLPDNVTFAPKDVTPVDFTPKDNVHGLAYKGLDPHQALFGTSGEHFNLFSGGSERAGDLGEIGLNKGRKLGISGQAFGVGALEEEDDDIYA.... Result: 0 (no interaction). (2) The miRNA is hsa-miR-615-5p with sequence GGGGGUCCCCGGUGCUCGGAUC. The protein sequence of the target gene is MPQLNGGGGDDLGANDELISFKDEGEQEEKNSENSSAERDLADVKSSLVNESETNQDSSSDSEAERRPPPRSESFRDKSRESLEEAAKRQDGGLFKGPPYPGYPFIMIPDLTSPYLPNGSLSPTARTYLQMKWPLLDVQAGSLQSRQTLKDARSPSPAHIVSNKVPVVQHPHHVHPLTPLITYSNEHFTPGNPPPHLPADVDPKTGIPRPPHPPDISPYYPLSPGTVGQIPHPLGWLVPQQGQPVYPITTGGFRHPYPTALTVNASMSRFPPHMVPPHHTLHTTGIPHPAIVTPTVKQES.... Result: 0 (no interaction). (3) The miRNA is mmu-miR-1943-5p with sequence AAGGGAGGAUCUGGGCACCUGGA. The protein sequence of the target gene is MPPHLALPFRRLFWSLASSQLIPRRHRGHSLLPTTPEAHTDGSVPVFIRALAFGDRIALIDKYGHHTYRELYDRSLCLAQEICRLQGCKVGDLQEERVSFLCSNDVSYVVAQWASWMSGGVAVPLYWKHPEAQLEYFIQDSRSSLVVVGQEYLERLSPLAQRLGVPLLPLTPAVYHGATEKPTEQPVEESGWRDRGAMIFYTSGTTGRPKGALSTHRNLAAVVTGLVHSWAWTKNDVILHVLPLHHVHGVVNKLLCPLWVGATCVMLPEFSAQQVWEKFLSSEAPQITVFMAVPTVYSKL.... Result: 0 (no interaction). (4) The miRNA is hsa-miR-3185 with sequence AGAAGAAGGCGGUCGGUCUGCGG. The protein sequence of the target gene is MQEAIILLALLGAMSGGEALHLILLPATGNVAENSPPGTSVHKFSVKLSASLSPVIPGFPQIVNSNPLTEAFRVNWLSGTYFEVVTTGMEQLDFETGPNIFDLQIYVKDEVGVTDLQVLTVQVTDVNEPPQFQGNLAEGLHLYIVERANPGFIYQVEAFDPEDTSRNIPLSYFLISPPKSFRMSANGTLFSTTELDFEAGHRSFHLIVEVRDSGGLKASTELQVNIVNLNDEVPRFTSPTRVYTVLEELSPGTIVANITAEDPDDEGFPSHLLYSITTVSKYFMINQLTGTIQVAQRIDR.... Result: 0 (no interaction). (5) The miRNA is hsa-miR-4515 with sequence AGGACUGGACUCCCGGCAGCCC. The protein sequence of the target gene is MTSSYSSSSCPLGCTMAPGARNVSVSPIDIGCQPGAEANIAPMCLLANVAHANRVRVGSTPLGRPSLCLPPTCHTACPLPGTCHIPGNIGICGAYGENTLNGHEKETMQFLNDRLANYLEKVRQLEQENAELEATLLERSKCHESTVCPDYQSYFHTIEELQQKILCSKAENARLIVQIDNAKLAADDFRIKLESERSLRQLVEADKCGTQKLLDDATLAKADLEAQQESLKEEQLSLKSNHEQEVKILRSQLGEKLRIELDIEPTIDLNRVLGEMRAQYEAMLETNRQDVEQWFQAQSE.... Result: 0 (no interaction). (6) The miRNA is hsa-miR-3665 with sequence AGCAGGUGCGGGGCGGCG. The protein sequence of the target gene is MDNKKRLAYAIIQFLHDQLRHGGLSSDAQESLEVAIQCLETAFGVTVEDSDLALPQTLPEIFEAAATGKEMPQDLRSPARTPPSEEDSAEAERLKTEGNEQMKVENFEAAVHFYGKAIELNPANAVYFCNRAAAYSKLGNYAGAVQDCERAICIDPAYSKAYGRMGLALSSLNKHVEAVAYYKKALELDPDNETYKSNLKIAELKLREAPSPTGGVGSFDIAGLLNNPGFMSMASNLMNNPQIQQLMSGMISGGNNPLGTPGTSPSQNDLASLIQAGQQFAQQMQQQNPELIEQLRSQIR.... Result: 1 (interaction).